From a dataset of Catalyst prediction with 721,799 reactions and 888 catalyst types from USPTO. Predict which catalyst facilitates the given reaction. (1) Reactant: [Br:1][C:2]1[CH:7]=[CH:6][C:5]([N:8]2[C:16]3[C:11](=[CH:12][C:13]([O:17][CH2:18][CH2:19][CH2:20][CH2:21][N:22]([CH2:25][CH3:26])[CH2:23][CH3:24])=[CH:14][CH:15]=3)[CH:10]=[CH:9]2)=[CH:4][CH:3]=1.[BH3-]C#N.[Na+].CCOCC.[OH-].[Na+]. Product: [NH3:8].[Br:1][C:2]1[CH:3]=[CH:4][C:5]([N:8]2[C:16]3[C:11](=[CH:12][C:13]([O:17][CH2:18][CH2:19][CH2:20][CH2:21][N:22]([CH2:23][CH3:24])[CH2:25][CH3:26])=[CH:14][CH:15]=3)[CH2:10][CH2:9]2)=[CH:6][CH:7]=1. The catalyst class is: 484. (2) The catalyst class is: 29. Product: [N:1]1([C:7]2[CH:12]=[C:11]([CH:10]=[C:9]([N:16]3[CH2:17][CH2:18][O:19][CH2:20][CH2:21]3)[CH:8]=2)[NH2:13])[CH2:2][CH2:3][O:4][CH2:5][CH2:6]1. Reactant: [N:1]1([C:7]2[CH:8]=[C:9]([N:16]3[CH2:21][CH2:20][O:19][CH2:18][CH2:17]3)[CH:10]=[C:11]([N+:13]([O-])=O)[CH:12]=2)[CH2:6][CH2:5][O:4][CH2:3][CH2:2]1. (3) Reactant: [Cl-].[CH2:2]([O:9][C@@H:10]1[C@@H:18]([O:19][CH2:20][C:21]2[CH:26]=[CH:25][CH:24]=[CH:23][CH:22]=2)[C@H:17]([CH3:27])[O:16][C:15](=[O:28])[C@@H:14]([NH3+:29])[CH2:13][CH2:12][CH2:11]1)[C:3]1[CH:8]=[CH:7][CH:6]=[CH:5][CH:4]=1.[OH:30][C:31]1[C:32]([C:39](O)=[O:40])=[N:33][CH:34]=[CH:35][C:36]=1[O:37][CH3:38].CN1CCOCC1.CN(C(ON1N=NC2C=CC=NC1=2)=[N+](C)C)C.F[P-](F)(F)(F)(F)F. Product: [CH2:2]([O:9][C@@H:10]1[C@@H:18]([O:19][CH2:20][C:21]2[CH:26]=[CH:25][CH:24]=[CH:23][CH:22]=2)[C@H:17]([CH3:27])[O:16][C:15](=[O:28])[C@@H:14]([NH:29][C:39]([C:32]2[C:31]([OH:30])=[C:36]([O:37][CH3:38])[CH:35]=[CH:34][N:33]=2)=[O:40])[CH2:13][CH2:12][CH2:11]1)[C:3]1[CH:4]=[CH:5][CH:6]=[CH:7][CH:8]=1. The catalyst class is: 2.